This data is from Catalyst prediction with 721,799 reactions and 888 catalyst types from USPTO. The task is: Predict which catalyst facilitates the given reaction. (1) Reactant: [F:1][C:2]1[CH:3]=[C:4]([CH:10]2[CH2:15][CH2:14][CH2:13][CH2:12][CH:11]2[OH:16])[CH:5]=[C:6]([F:9])[C:7]=1[F:8].C(=O)(O)[O-].[Na+]. Product: [F:1][C:2]1[CH:3]=[C:4]([CH:10]2[CH2:15][CH2:14][CH2:13][CH2:12][C:11]2=[O:16])[CH:5]=[C:6]([F:9])[C:7]=1[F:8]. The catalyst class is: 2. (2) Reactant: [F:1][C:2]([F:41])([F:40])[C:3]1[CH:4]=[C:5]([C@@H:13]([NH2:39])[C@@H:14]([NH:16][CH2:17][C:18]2[CH:23]=[C:22]([C:24]([F:27])([F:26])[F:25])[CH:21]=[CH:20][C:19]=2[C:28]2[CH:33]=[C:32]([CH:34]([CH3:36])[CH3:35])[CH:31]=[CH:30][C:29]=2[O:37][CH3:38])[CH3:15])[CH:6]=[C:7]([C:9]([F:12])([F:11])[F:10])[CH:8]=1.[S:42](N)(N)(=[O:44])=[O:43]. Product: [F:1][C:2]([F:40])([F:41])[C:3]1[CH:4]=[C:5]([C@H:13]2[NH:39][S:42](=[O:44])(=[O:43])[N:16]([CH2:17][C:18]3[CH:23]=[C:22]([C:24]([F:25])([F:26])[F:27])[CH:21]=[CH:20][C:19]=3[C:28]3[CH:33]=[C:32]([CH:34]([CH3:35])[CH3:36])[CH:31]=[CH:30][C:29]=3[O:37][CH3:38])[C@H:14]2[CH3:15])[CH:6]=[C:7]([C:9]([F:11])([F:10])[F:12])[CH:8]=1. The catalyst class is: 17. (3) Reactant: [F:1][C:2]1[CH:7]=[CH:6][C:5]([F:8])=[CH:4][C:3]=1[C@H:9]1[CH2:13][CH2:12][CH2:11][N:10]1[C:14]1[CH:19]=[CH:18][N:17]2[N:20]=[CH:21][C:22]([NH2:23])=[C:16]2[N:15]=1.[OH:24][C@@H:25]1[CH2:29][CH2:28][C@H:27]([C:30](O)=[O:31])[CH2:26]1.F[B-](F)(F)F.N1(OC(N(C)C)=[N+](C)C)C2C=CC=CC=2N=N1.CCN(C(C)C)C(C)C. Product: [F:1][C:2]1[CH:7]=[CH:6][C:5]([F:8])=[CH:4][C:3]=1[C@H:9]1[CH2:13][CH2:12][CH2:11][N:10]1[C:14]1[CH:19]=[CH:18][N:17]2[N:20]=[CH:21][C:22]([NH:23][C:30]([C@H:27]3[CH2:28][CH2:29][C@@H:25]([OH:24])[CH2:26]3)=[O:31])=[C:16]2[N:15]=1. The catalyst class is: 44. (4) The catalyst class is: 80. Product: [Cl:1][C:2]1[CH:3]=[CH:4][C:5]([C:6]([OH:15])=[O:22])=[C:9]([NH:8][CH2:7][CH2:18][CH2:17][Cl:16])[C:10]=1[N+:11]([O-:13])=[O:12]. Reactant: [Cl:1][C:2]1[C:10]([N+:11]([O-:13])=[O:12])=[C:9]2[C:5]([C:6](=[O:15])[C:7](=O)[NH:8]2)=[CH:4][CH:3]=1.[Cl:16][CH2:17][CH2:18]CI.C(=O)([O-])[O-:22].[Cs+].[Cs+].[OH-].[Na+].OO.Cl. (5) Reactant: Br[C:2]1[N:7]=[C:6]([C:8]2[O:9][C:10]([C:13]([O:19][Si:20]([CH:27]([CH3:29])[CH3:28])([CH:24]([CH3:26])[CH3:25])[CH:21]([CH3:23])[CH3:22])([CH3:18])[C:14]([F:17])([F:16])[F:15])=[N:11][N:12]=2)[C:5]([NH2:30])=[CH:4][C:3]=1[C:31]([F:34])([F:33])[F:32].C([O-])([O-])=O.[K+].[K+].[CH:41]1(B(O)O)[CH2:43][CH2:42]1. Product: [CH:41]1([C:2]2[N:7]=[C:6]([C:8]3[O:9][C:10]([C:13]([O:19][Si:20]([CH:21]([CH3:23])[CH3:22])([CH:27]([CH3:28])[CH3:29])[CH:24]([CH3:25])[CH3:26])([CH3:18])[C:14]([F:15])([F:16])[F:17])=[N:11][N:12]=3)[C:5]([NH2:30])=[CH:4][C:3]=2[C:31]([F:32])([F:33])[F:34])[CH2:43][CH2:42]1. The catalyst class is: 77. (6) Reactant: [CH3:1][C:2]1[CH:10]=[CH:9][C:8]2[N:7]([CH2:11][CH:12]([C:14]3[N:18](C(C4C=CC=CC=4)(C4C=CC=CC=4)C4C=CC=CC=4)[CH:17]=[N:16][CH:15]=3)[OH:13])[C:6]3[CH2:38][CH2:39][N:40]4[CH:44]([C:5]=3[C:4]=2[CH:3]=1)[CH2:43][CH2:42][CH2:41]4.C(=O)(O)[O-].[Na+]. Product: [NH:18]1[C:14]([CH:12]([OH:13])[CH2:11][N:7]2[C:8]3[CH:9]=[CH:10][C:2]([CH3:1])=[CH:3][C:4]=3[C:5]3[CH:44]4[N:40]([CH2:39][CH2:38][C:6]2=3)[CH2:41][CH2:42][CH2:43]4)=[CH:15][N:16]=[CH:17]1. The catalyst class is: 240.